This data is from Reaction yield outcomes from USPTO patents with 853,638 reactions. The task is: Predict the reaction yield, written as a fraction of the theoretical maximum amount of product (1.0 means a 100% yield; for example, 0.34 means a 34% yield). (1) The reactants are [C:1]([NH:8][CH:9]1[CH2:12][C:11](=C)[CH2:10]1)([O:3][C:4]([CH3:7])([CH3:6])[CH3:5])=[O:2].C([O-])([O-])=[O:15].[K+].[K+]. The catalyst is C(Cl)Cl.O.[Cl-].C([N+](CCCC)(CCCC)CCCC)CCC. The product is [C:1]([NH:8][CH:9]1[CH2:12][C:11](=[O:15])[CH2:10]1)([O:3][C:4]([CH3:7])([CH3:6])[CH3:5])=[O:2]. The yield is 0.720. (2) The reactants are [NH2:1][C:2]1[CH:10]=[C:9]([O:11][CH3:12])[CH:8]=[CH:7][C:3]=1[C:4]([OH:6])=O.C(N1C=CN=C1)(N1C=CN=C1)=O.N12CCCN=C1CCCCC2.Cl.[CH3:37][O:38][C:39](=[O:46])[C@@H:40]([NH2:45])[CH2:41][CH2:42][CH2:43][CH3:44]. The catalyst is N1C=CC=CC=1.CCOC(C)=O. The product is [CH3:37][O:38][C:39](=[O:46])[C@@H:40]([NH:45][C:4](=[O:6])[C:3]1[CH:7]=[CH:8][C:9]([O:11][CH3:12])=[CH:10][C:2]=1[NH2:1])[CH2:41][CH2:42][CH2:43][CH3:44]. The yield is 0.590. (3) The reactants are [CH3:1][O:2][C:3]1[CH:10]=[CH:9][C:6]([CH2:7][NH2:8])=[CH:5][CH:4]=1.[F:11][C:12]1[C:21]([I:22])=[C:20]([CH3:23])[CH:19]=[CH:18][C:13]=1[C:14](Cl)=[N:15][OH:16].O. The catalyst is O1CCCC1. The product is [F:11][C:12]1[C:21]([I:22])=[C:20]([CH3:23])[CH:19]=[CH:18][C:13]=1[C:14](=[N:15][OH:16])[NH:8][CH2:7][C:6]1[CH:9]=[CH:10][C:3]([O:2][CH3:1])=[CH:4][CH:5]=1. The yield is 0.860. (4) The reactants are [CH3:1][O:2][CH2:3][CH2:4][OH:5].O[N:7]1[C:11](=[O:12])[C:10]2=[CH:13][CH:14]=[CH:15][CH:16]=[C:9]2[C:8]1=[O:17].C1(P(C2C=CC=CC=2)C2C=CC=CC=2)C=CC=CC=1.N(C(OC(C)C)=O)=NC(OC(C)C)=O. The catalyst is C1COCC1. The product is [CH3:1][O:2][CH2:3][CH2:4][O:5][N:7]1[C:11](=[O:12])[C:10]2[C:9](=[CH:16][CH:15]=[CH:14][CH:13]=2)[C:8]1=[O:17]. The yield is 0.892. (5) The reactants are N([CH2:4][CH:5]([CH2:15][C:16]1[CH:21]=[CH:20][CH:19]=[CH:18][CH:17]=1)[CH2:6][NH:7]C(OC(C)(C)C)=O)=[N+]=[N-].C(OC(NC[CH:31]([CH2:34][C:35]1[CH:40]=[CH:39][CH:38]=[CH:37][CH:36]=1)CO)=O)(C)(C)C.[CH2:41]([N:43]([CH2:46]C)CC)[CH3:42].CS([Cl:52])(=O)=O.[N-:53]=[N+:54]=[N-:55].[Na+]. The catalyst is C(Cl)Cl. The product is [ClH:52].[CH:46]1[C:38]2[C:39](=[CH:40][C:35]([C:34]3[N:53]=[N:54][NH:55][C:31]=3[CH2:4][CH:5]([CH2:15][C:16]3[CH:17]=[CH:18][CH:19]=[CH:20][CH:21]=3)[CH2:6][NH2:7])=[CH:36][CH:37]=2)[CH:42]=[CH:41][N:43]=1. The yield is 0.630. (6) The reactants are [O:1]=[C:2]1[N:6]2[CH:7]=[CH:8][CH:9]=[CH:10][C:5]2=[N:4][N:3]1[CH2:11][CH2:12]OS(C1C=CC(C)=CC=1)(=O)=O.[NH:24]1[CH2:29][CH:28]=[C:27]([C:30]2[C:38]3[C:33](=[CH:34][CH:35]=[CH:36][CH:37]=3)[NH:32][CH:31]=2)[CH2:26][CH2:25]1.C(N(CC)CC)C.O. The catalyst is CS(C)=O. The product is [NH:32]1[C:33]2[C:38](=[CH:37][CH:36]=[CH:35][CH:34]=2)[C:30]([C:27]2[CH2:28][CH2:29][N:24]([CH2:12][CH2:11][N:3]3[C:2](=[O:1])[N:6]4[CH:7]=[CH:8][CH:9]=[CH:10][C:5]4=[N:4]3)[CH2:25][CH:26]=2)=[CH:31]1. The yield is 0.300. (7) The reactants are [Br:1][C:2]1[CH:10]=[CH:9][C:8]2[C:4](=[CH:5][N:6]([CH3:11])[N:7]=2)[C:3]=1[CH2:12][OH:13].I(C1C=CC=CC=1C(O)=O)(=O)=O. The catalyst is CS(C)=O.C(OCC)C. The product is [Br:1][C:2]1[CH:10]=[CH:9][C:8]2[C:4](=[CH:5][N:6]([CH3:11])[N:7]=2)[C:3]=1[CH:12]=[O:13]. The yield is 0.970.